Dataset: Reaction yield outcomes from USPTO patents with 853,638 reactions. Task: Predict the reaction yield, written as a fraction of the theoretical maximum amount of product (1.0 means a 100% yield; for example, 0.34 means a 34% yield). (1) The reactants are [F:1][C:2]1[CH:9]=[CH:8][C:5]([C:6]#[N:7])=[C:4]([OH:10])[CH:3]=1.[CH3:11][N:12]([CH3:16])[C:13](Cl)=[O:14].C(N(CC)CC)C. The catalyst is ClC(Cl)C. The product is [C:6]([C:5]1[CH:8]=[CH:9][C:2]([F:1])=[CH:3][C:4]=1[O:10][C:13](=[O:14])[N:12]([CH3:16])[CH3:11])#[N:7]. The yield is 0.670. (2) The reactants are [F:1][C:2]1[CH:3]=[CH:4][C:5]2[N:6]([CH:8]=[C:9]([C:11]([NH:13][C@H:14]3[CH2:19][CH2:18][C@@H:17]([N:20]4[C:25](=[O:26])[C:24]5[CH:27]=[C:28]([F:31])[CH:29]=[N:30][C:23]=5[N:22]([C:32]5[CH:33]=[C:34]([C:39]6[CH:44]=[CH:43][CH:42]=[CH:41][CH:40]=6)[CH:35]=[CH:36][C:37]=5O)[C:21]4=[O:45])[CH2:16][CH2:15]3)=[O:12])[N:10]=2)[CH:7]=1.C1(P(C2C=CC=CC=2)C2C=CC=CC=2)C=CC=CC=1.[Cl:65][CH2:66][CH2:67][OH:68].N(C(OC(C)C)=O)=NC(OC(C)C)=O. The catalyst is C1COCC1. The product is [Cl:65][CH2:66][CH2:67][O:68][C:42]1[CH:43]=[CH:44][C:39]([C:34]2[CH:35]=[CH:36][CH:37]=[C:32]([N:22]3[C:23]4[N:30]=[CH:29][C:28]([F:31])=[CH:27][C:24]=4[C:25](=[O:26])[N:20]([C@@H:17]4[CH2:18][CH2:19][C@H:14]([NH:13][C:11]([C:9]5[N:10]=[C:5]6[CH:4]=[CH:3][C:2]([F:1])=[CH:7][N:6]6[CH:8]=5)=[O:12])[CH2:15][CH2:16]4)[C:21]3=[O:45])[CH:33]=2)=[CH:40][CH:41]=1. The yield is 0.740. (3) The reactants are Cl.[F:2][C:3]1[C:8]([O:9][CH3:10])=[CH:7][CH:6]=[CH:5][C:4]=1[C:11]1[CH:15]=[C:14]([CH2:16][CH2:17][C@@:18]([CH3:33])([S:29]([CH3:32])(=[O:31])=[O:30])[C:19]([NH:21][O:22]C2CCCCO2)=[O:20])[O:13][N:12]=1. The catalyst is O1CCOCC1.ClCCl.O. The product is [F:2][C:3]1[C:8]([O:9][CH3:10])=[CH:7][CH:6]=[CH:5][C:4]=1[C:11]1[CH:15]=[C:14]([CH2:16][CH2:17][C@@:18]([CH3:33])([S:29]([CH3:32])(=[O:31])=[O:30])[C:19]([NH:21][OH:22])=[O:20])[O:13][N:12]=1. The yield is 0.480. (4) The reactants are [CH3:1][O:2][C:3](=[O:14])[C:4]1[CH:9]=[CH:8][C:7]([CH:10]=[O:11])=[C:6]([O:12][CH3:13])[CH:5]=1.O.CC(=CC)C.[O-:21]Cl=O.[Na+]. The catalyst is C(O)(C)(C)C.C(Cl)Cl. The product is [CH3:1][O:2][C:3](=[O:14])[C:4]1[CH:9]=[CH:8][C:7]([C:10]([OH:21])=[O:11])=[C:6]([O:12][CH3:13])[CH:5]=1. The yield is 0.470.